This data is from Forward reaction prediction with 1.9M reactions from USPTO patents (1976-2016). The task is: Predict the product of the given reaction. (1) The product is: [Cl:1][C:2]1[CH:3]=[CH:4][C:5]([N+:11]([O-:13])=[O:12])=[C:6]([CH:10]=1)[C:7]([Cl:14])=[N:8][OH:9]. Given the reactants [Cl:1][C:2]1[CH:3]=[CH:4][C:5]([N+:11]([O-:13])=[O:12])=[C:6]([CH:10]=1)[CH:7]=[N:8][OH:9].[Cl:14]OC(C)(C)C, predict the reaction product. (2) Given the reactants Cl.NCCC[CH:6]=[C:7]([CH3:11])[C:8]([NH2:10])=[O:9].C(O[C:16](=O)[CH3:17])(=O)C.[CH2:19](N(CC)CC)C.C([NH-])(=O)C, predict the reaction product. The product is: [CH3:19][CH2:16][CH2:17][NH:10][C:8](=[O:9])[C:7]([CH3:11])=[CH2:6]. (3) Given the reactants [NH2:1][C:2]1[N:7]=[C:6]2[N:8]([C@@H:12]3[O:16][C@H:15]([CH2:17][O:18]C(=O)C4C=CC(C)=CC=4)[CH:14]([O:28]C(C4C=CC(C)=CC=4)=O)[CH2:13]3)[N:9]=[C:10]([I:11])[C:5]2=[C:4]([O:38][CH3:39])[N:3]=1.C[O-].[Na+].C(O)(=O)C, predict the reaction product. The product is: [NH2:1][C:2]1[N:7]=[C:6]2[N:8]([C@@H:12]3[O:16][C@H:15]([CH2:17][OH:18])[CH:14]([OH:28])[CH2:13]3)[N:9]=[C:10]([I:11])[C:5]2=[C:4]([O:38][CH3:39])[N:3]=1. (4) Given the reactants C(O)(=O)CCCCCCCCCCCCCCC.[C:19]([OH:38])(=[O:37])[CH2:20][CH2:21][CH2:22][CH2:23][CH2:24][CH2:25][CH2:26][CH2:27][CH2:28][CH2:29][CH2:30][CH2:31][CH2:32][CH2:33][CH2:34][CH2:35][CH3:36].C(O)(=O)CCCCCCC/C=C\CCCCCCCC.C(O)(=O)CCCCCCC/C=C\C/C=C\CCCCC, predict the reaction product. The product is: [CH3:36][CH2:35]/[CH:34]=[CH:33]\[CH2:32]/[CH:31]=[CH:30]\[CH2:29]/[CH:28]=[CH:27]\[CH2:26][CH2:25][CH2:24][CH2:23][CH2:22][CH2:21][CH2:20][C:19]([OH:38])=[O:37]. (5) Given the reactants [CH3:1][CH:2]([NH2:4])[CH3:3].[OH:5][C:6]([C:8]([F:11])([F:10])[F:9])=[O:7].[CH2:12]([N:19]1[CH2:28][CH2:27][C:26]2[C:21](=[N:22][C:23](Cl)=[C:24]([N:29]3[CH2:34][CH2:33][CH:32]([C:35]([C:37]4[CH:42]=[C:41]([Cl:43])[CH:40]=[CH:39][C:38]=4[F:44])=[O:36])[CH2:31][CH2:30]3)[N:25]=2)[CH2:20]1)[C:13]1[CH:18]=[CH:17][CH:16]=[CH:15][CH:14]=1.CC(C)([O-])C.[Na+], predict the reaction product. The product is: [CH2:12]([N:19]1[CH2:28][CH2:27][C:26]2[C:21](=[N:22][C:23]([NH:4][CH:2]([CH3:3])[CH3:1])=[C:24]([N:29]3[CH2:34][CH2:33][CH:32]([C:35]([C:37]4[CH:42]=[C:41]([Cl:43])[CH:40]=[CH:39][C:38]=4[F:44])=[O:36])[CH2:31][CH2:30]3)[N:25]=2)[CH2:20]1)[C:13]1[CH:14]=[CH:15][CH:16]=[CH:17][CH:18]=1.[C:6]([OH:7])([C:8]([F:11])([F:10])[F:9])=[O:5]. (6) Given the reactants [CH2:1]([C:3]([C:21]1[CH:26]=[CH:25][C:24]([OH:27])=[C:23]([CH3:28])[CH:22]=1)([C:6]1[CH:11]=[CH:10][C:9]([CH2:12][CH2:13][CH:14]([OH:19])[C:15]([CH3:18])([CH3:17])[CH3:16])=[C:8]([CH3:20])[CH:7]=1)[CH2:4][CH3:5])[CH3:2].[O:29]=[C:30]1[NH:34][C@H:33]([CH2:35]OS(C2C=CC(C)=CC=2)(=O)=O)[CH2:32][CH2:31]1, predict the reaction product. The product is: [CH2:1]([C:3]([C:21]1[CH:26]=[CH:25][C:24]([O:27][CH2:35][C@H:33]2[NH:34][C:30](=[O:29])[CH2:31][CH2:32]2)=[C:23]([CH3:28])[CH:22]=1)([C:6]1[CH:11]=[CH:10][C:9]([CH2:12][CH2:13][CH:14]([OH:19])[C:15]([CH3:17])([CH3:18])[CH3:16])=[C:8]([CH3:20])[CH:7]=1)[CH2:4][CH3:5])[CH3:2]. (7) Given the reactants [Cl:1][C:2]1[CH:3]=[C:4]([CH:24]([CH2:30][CH:31]2[CH2:33][CH2:32]2)[C:25]([O:27]CC)=[O:26])[CH:5]=[C:6]([C:14]2[CH:19]=[CH:18][C:17]([C:20]([F:23])([F:22])[F:21])=[CH:16][CH:15]=2)[C:7]=1[O:8][CH2:9][C:10]([F:13])([F:12])[F:11].O.[OH-].[Li+], predict the reaction product. The product is: [Cl:1][C:2]1[CH:3]=[C:4]([CH:24]([CH2:30][CH:31]2[CH2:32][CH2:33]2)[C:25]([OH:27])=[O:26])[CH:5]=[C:6]([C:14]2[CH:15]=[CH:16][C:17]([C:20]([F:21])([F:22])[F:23])=[CH:18][CH:19]=2)[C:7]=1[O:8][CH2:9][C:10]([F:12])([F:13])[F:11].